This data is from Catalyst prediction with 721,799 reactions and 888 catalyst types from USPTO. The task is: Predict which catalyst facilitates the given reaction. (1) Reactant: [F:1][C:2]1[C:10]([C:11]#[N:12])=[C:9]2[C:5]([C:6]([CH:13]=O)=[CH:7][NH:8]2)=[CH:4][CH:3]=1.[CH2:15]([O:17][C:18](=[O:39])[CH:19]=P(C1C=CC=CC=1)(C1C=CC=CC=1)C1C=CC=CC=1)[CH3:16]. Product: [C:11]([C:10]1[C:2]([F:1])=[CH:3][CH:4]=[C:5]2[C:9]=1[NH:8][CH:7]=[C:6]2/[CH:13]=[CH:19]/[C:18]([O:17][CH2:15][CH3:16])=[O:39])#[N:12]. The catalyst class is: 23. (2) Reactant: O[CH2:2][CH2:3][CH2:4][C:5]1[CH:9]=[C:8]([C:10]2[CH:15]=[CH:14][C:13]([CH3:16])=[CH:12][CH:11]=2)[N:7]([C:17]2[CH:22]=[CH:21][C:20]([S:23]([NH2:26])(=[O:25])=[O:24])=[CH:19][CH:18]=2)[N:6]=1.C1C=CC(P(C2C=CC=CC=2)C2C=CC=CC=2)=CC=1.[C:46]1(=[O:56])[NH:50][C:49](=[O:51])[C:48]2=[CH:52][CH:53]=[CH:54][CH:55]=[C:47]12.CC(OC(/N=N/C(OC(C)C)=O)=O)C. Product: [O:51]=[C:49]1[C:48]2[C:47](=[CH:55][CH:54]=[CH:53][CH:52]=2)[C:46](=[O:56])[N:50]1[CH2:2][CH2:3][CH2:4][C:5]1[CH:9]=[C:8]([C:10]2[CH:11]=[CH:12][C:13]([CH3:16])=[CH:14][CH:15]=2)[N:7]([C:17]2[CH:22]=[CH:21][C:20]([S:23]([NH2:26])(=[O:25])=[O:24])=[CH:19][CH:18]=2)[N:6]=1. The catalyst class is: 1. (3) Reactant: [CH3:1][N:2]1[CH:6]=[C:5]([C:7]2[N:12]=[C:11]([C:13]3[CH:14]=[N:15][N:16]([C:18]4([CH2:27][C:28]#[N:29])[CH2:21][N:20]([CH2:22][C:23]([F:26])([F:25])[F:24])[CH2:19]4)[CH:17]=3)[N:10]3[CH:30]=[CH:31][N:32]=[C:9]3[CH:8]=2)[CH:4]=[N:3]1.C([O-])(O)=O.[Na+].[Cl:38]N1C(=O)CCC1=O. The catalyst class is: 2. Product: [Cl:38][C:30]1[N:10]2[C:11]([C:13]3[CH:14]=[N:15][N:16]([C:18]4([CH2:27][C:28]#[N:29])[CH2:21][N:20]([CH2:22][C:23]([F:24])([F:26])[F:25])[CH2:19]4)[CH:17]=3)=[N:12][C:7]([C:5]3[CH:4]=[N:3][N:2]([CH3:1])[CH:6]=3)=[CH:8][C:9]2=[N:32][CH:31]=1. (4) Reactant: [CH3:1][C:2]1([CH3:22])[C:6]([CH3:8])([CH3:7])[O:5][B:4]([C:9]2[CH2:14][CH2:13][N:12](C(OC(C)(C)C)=O)[CH2:11][CH:10]=2)[O:3]1.Cl.CCOC(C)=O. Product: [CH3:7][C:6]1([CH3:8])[C:2]([CH3:1])([CH3:22])[O:3][B:4]([C:9]2[CH2:14][CH2:13][NH:12][CH2:11][CH:10]=2)[O:5]1. The catalyst class is: 25. (5) Reactant: [CH2:1]([O:3][C:4]1[C:5](I)=[CH:6][C:7]([F:23])=[C:8]([CH:22]=1)[C:9]([NH:11][C:12]1[CH:17]=[C:16]([C:18]([F:21])([F:20])[F:19])[CH:15]=[CH:14][N:13]=1)=[O:10])[CH3:2].[CH3:25][C:26]1([CH3:42])[C:30]([CH3:32])([CH3:31])[O:29][B:28]([B:28]2[O:29][C:30]([CH3:32])([CH3:31])[C:26]([CH3:42])([CH3:25])[O:27]2)[O:27]1.C([O-])(=O)C.[K+]. Product: [CH2:1]([O:3][C:4]1[C:5]([B:28]2[O:29][C:30]([CH3:32])([CH3:31])[C:26]([CH3:42])([CH3:25])[O:27]2)=[CH:6][C:7]([F:23])=[C:8]([CH:22]=1)[C:9]([NH:11][C:12]1[CH:17]=[C:16]([C:18]([F:21])([F:20])[F:19])[CH:15]=[CH:14][N:13]=1)=[O:10])[CH3:2]. The catalyst class is: 16.